From a dataset of Forward reaction prediction with 1.9M reactions from USPTO patents (1976-2016). Predict the product of the given reaction. (1) Given the reactants [Cl:1][C:2]1[CH:3]=[C:4]([C:9]2[CH:14]=[CH:13][C:12](/[CH:15]=[CH:16]/[CH2:17][O:18][C:19]3[CH:24]=[CH:23][C:22]([CH2:25][C@H:26]([O:32][CH2:33][CH3:34])[C:27]([O:29]CC)=[O:28])=[CH:21][CH:20]=3)=[CH:11][CH:10]=2)[CH:5]=[C:6]([Cl:8])[CH:7]=1.[OH-].[Na+], predict the reaction product. The product is: [Cl:1][C:2]1[CH:3]=[C:4]([C:9]2[CH:10]=[CH:11][C:12](/[CH:15]=[CH:16]/[CH2:17][O:18][C:19]3[CH:24]=[CH:23][C:22]([CH2:25][C@H:26]([O:32][CH2:33][CH3:34])[C:27]([OH:29])=[O:28])=[CH:21][CH:20]=3)=[CH:13][CH:14]=2)[CH:5]=[C:6]([Cl:8])[CH:7]=1. (2) Given the reactants [N+:1]([C:4]1[CH:12]=[CH:11][CH:10]=[C:9]2[C:5]=1[CH2:6][CH2:7][C:8]2=[O:13])([O-:3])=[O:2].[BH4-].[Na+], predict the reaction product. The product is: [N+:1]([C:4]1[CH:12]=[CH:11][CH:10]=[C:9]2[C:5]=1[CH2:6][CH2:7][CH:8]2[OH:13])([O-:3])=[O:2]. (3) Given the reactants Br[C:2]1[CH:3]=[N:4][CH:5]=[N:6][CH:7]=1.[C:8]([O:12][C:13]([CH3:16])([CH3:15])[CH3:14])(=[O:11])[CH:9]=[CH2:10].C1(P(C2C=CC=CC=2)C2C=CC=CC=2)C=CC=CC=1, predict the reaction product. The product is: [C:13]([O:12][C:8](=[O:11])[CH:9]=[CH:10][C:2]1[CH:3]=[N:4][CH:5]=[N:6][CH:7]=1)([CH3:16])([CH3:15])[CH3:14]. (4) Given the reactants [N:1]1[C:10]2[C:5](=[CH:6][CH:7]=[N:8][CH:9]=2)[CH:4]=[CH:3][CH:2]=1.C(O)(=[O:13])C, predict the reaction product. The product is: [N+:1]1([O-:13])[C:10]2[C:5](=[CH:6][CH:7]=[N:8][CH:9]=2)[CH:4]=[CH:3][CH:2]=1. (5) Given the reactants [CH3:1][NH:2][C:3]([C:5]([NH:10]C(=O)OC(C)(C)C)([CH2:8][CH3:9])[CH2:6][CH3:7])=[O:4].[ClH:18], predict the reaction product. The product is: [ClH:18].[NH2:10][C:5]([CH2:8][CH3:9])([CH2:6][CH3:7])[C:3]([NH:2][CH3:1])=[O:4]. (6) The product is: [Br:1][C:2]1[CH:3]=[C:4]2[C:5]([CH2:8][C:9](=[O:10])[NH:12]2)=[CH:6][CH:7]=1. Given the reactants [Br:1][C:2]1[CH:7]=[CH:6][C:5]([CH2:8][C:9](O)=[O:10])=[C:4]([N+:12]([O-])=O)[CH:3]=1, predict the reaction product. (7) Given the reactants [Br:1][C:2]1[CH:11]=[C:10]2[C:5]([CH2:6][CH:7]([CH2:12][O:13][Si:14]([C:17]([CH3:20])([CH3:19])[CH3:18])([CH3:16])[CH3:15])[NH:8][CH2:9]2)=[CH:4][CH:3]=1.[NH2:21][C:22]1[N:27]=[C:26](Cl)[CH:25]=[C:24](Cl)[N:23]=1.[CH3:30][N:31]1[CH2:36][CH2:35][NH:34][CH2:33][CH2:32]1, predict the reaction product. The product is: [Br:1][C:2]1[CH:11]=[C:10]2[C:5]([CH2:6][CH:7]([CH2:12][O:13][Si:14]([C:17]([CH3:20])([CH3:19])[CH3:18])([CH3:15])[CH3:16])[N:8]([C:24]3[CH:25]=[C:26]([N:34]4[CH2:35][CH2:36][N:31]([CH3:30])[CH2:32][CH2:33]4)[N:27]=[C:22]([NH2:21])[N:23]=3)[CH2:9]2)=[CH:4][CH:3]=1.